From a dataset of Forward reaction prediction with 1.9M reactions from USPTO patents (1976-2016). Predict the product of the given reaction. (1) Given the reactants [Cl:1][CH2:2][C:3](O)=O.[Cl:6][C:7]1[CH:21]=[CH:20][C:10]([CH2:11][NH:12][C:13]2[C:14]([NH2:19])=[CH:15][CH:16]=[CH:17][CH:18]=2)=[CH:9][CH:8]=1.O.C(=O)([O-])[O-].[K+].[K+], predict the reaction product. The product is: [Cl:6][C:7]1[CH:21]=[CH:20][C:10]([CH2:11][N:12]2[C:13]3[CH:18]=[CH:17][CH:16]=[CH:15][C:14]=3[N:19]=[C:3]2[CH2:2][Cl:1])=[CH:9][CH:8]=1. (2) Given the reactants [CH3:1][C:2]([CH2:13][CH2:14][CH2:15][CH:16]([CH3:23])[CH2:17][CH2:18][CH2:19][CH:20]([CH3:22])[CH3:21])=[CH:3][CH2:4][C:5]([O:7][CH2:8][CH:9]([CH2:11][OH:12])[OH:10])=[O:6], predict the reaction product. The product is: [CH3:1][C:2]([CH2:13][CH2:14][CH2:15][CH:16]([CH3:23])[CH2:17][CH2:18][CH2:19][CH:20]([CH3:22])[CH3:21])=[CH:3][CH2:4][C:5]([O:7][CH2:8][CH:9]([CH2:11][OH:12])[OH:10])=[O:6].[OH2:6]. (3) Given the reactants C(N(C(C)C)CC)(C)C.C1C=CC2N(O)N=NC=2C=1.[F:20][C:21]1[CH:26]=[CH:25][C:24]([CH:27]([CH2:32][CH2:33][OH:34])[C:28]([NH:30][NH2:31])=[O:29])=[CH:23][CH:22]=1.[CH3:35][O:36][C:37]1[CH:38]=[C:39](/[CH:49]=[CH:50]/[C:51](O)=[O:52])[CH:40]=[CH:41][C:42]=1[N:43]1[CH:47]=[C:46]([CH3:48])[N:45]=[CH:44]1, predict the reaction product. The product is: [CH3:35][O:36][C:37]1[CH:38]=[C:39](/[CH:49]=[CH:50]/[C:51]([NH:31][NH:30][C:28](=[O:29])[CH:27]([C:24]2[CH:25]=[CH:26][C:21]([F:20])=[CH:22][CH:23]=2)[CH2:32][CH2:33][OH:34])=[O:52])[CH:40]=[CH:41][C:42]=1[N:43]1[CH:47]=[C:46]([CH3:48])[N:45]=[CH:44]1. (4) Given the reactants [OH:1][CH:2]([CH2:14][CH2:15][CH2:16][CH3:17])[CH2:3][CH2:4][N:5]([CH3:13])[C:6](=[O:12])[O:7][C:8]([CH3:11])([CH3:10])[CH3:9].[Cl:18][C:19]1[CH:24]=[CH:23][C:22]([N+:25]([O-:27])=[O:26])=[C:21](F)[CH:20]=1, predict the reaction product. The product is: [Cl:18][C:19]1[CH:20]=[CH:21][C:22]([N+:25]([O-:27])=[O:26])=[C:23]([CH:24]=1)[O:1][CH:2]([CH2:14][CH2:15][CH2:16][CH3:17])[CH2:3][CH2:4][N:5]([CH3:13])[C:6](=[O:12])[O:7][C:8]([CH3:10])([CH3:11])[CH3:9]. (5) The product is: [Br:32][C:33]1[CH:34]=[C:35]([C@H:39]([N:14]2[C:13]3[CH:18]=[C:19]([F:20])[C:10]([S:7]([N:6]([CH2:5][C:4]4[CH:26]=[CH:27][C:28]([O:30][CH3:31])=[CH:29][C:3]=4[O:2][CH3:1])[C:21]4[S:25][N:24]=[CH:23][N:22]=4)(=[O:8])=[O:9])=[CH:11][C:12]=3[O:16][C:15]2=[O:17])[CH3:40])[CH:36]=[CH:37][CH:38]=1. Given the reactants [CH3:1][O:2][C:3]1[CH:29]=[C:28]([O:30][CH3:31])[CH:27]=[CH:26][C:4]=1[CH2:5][N:6]([C:21]1[S:25][N:24]=[CH:23][N:22]=1)[S:7]([C:10]1[C:19]([F:20])=[CH:18][C:13]2[NH:14][C:15](=[O:17])[O:16][C:12]=2[CH:11]=1)(=[O:9])=[O:8].[Br:32][C:33]1[CH:34]=[C:35]([C@@H:39](O)[CH3:40])[CH:36]=[CH:37][CH:38]=1.C1(P(C2C=CC=CC=2)C2C=CC=CC=2)C=CC=CC=1.CCOC(/N=N/C(OCC)=O)=O, predict the reaction product.